The task is: Predict which catalyst facilitates the given reaction.. This data is from Catalyst prediction with 721,799 reactions and 888 catalyst types from USPTO. Reactant: CC1C=CC(N)=CC=1N1C2N(N=C(C3C=NC=CC=3)C=2)C=C1.C(OC(N1CCN(C2C=C(C=C(S(F)(F)(F)(F)F)C=2)C(O)=O)CC1)=O)(C)(C)C.[CH3:51][C:52]1[CH:57]=[CH:56][C:55]([NH:58][C:59]([C:61]2[CH:62]=[C:63]([N:73]3[CH2:78][CH2:77][N:76](C(OC(C)(C)C)=O)[CH2:75][CH2:74]3)[CH:64]=[C:65]([S:67]([F:72])([F:71])([F:70])([F:69])[F:68])[CH:66]=2)=[O:60])=[CH:54][C:53]=1[N:86]1[C:93]2[N:89]([N:90]=[C:91]([C:94]3[CH:95]=[N:96][CH:97]=[CH:98][CH:99]=3)[CH:92]=2)[CH:88]=[CH:87]1.Cl. Product: [CH3:51][C:52]1[CH:57]=[CH:56][C:55]([NH:58][C:59](=[O:60])[C:61]2[CH:62]=[C:63]([N:73]3[CH2:74][CH2:75][NH:76][CH2:77][CH2:78]3)[CH:64]=[C:65]([S:67]([F:71])([F:70])([F:69])([F:72])[F:68])[CH:66]=2)=[CH:54][C:53]=1[N:86]1[C:93]2[N:89]([N:90]=[C:91]([C:94]3[CH:95]=[N:96][CH:97]=[CH:98][CH:99]=3)[CH:92]=2)[CH:88]=[CH:87]1. The catalyst class is: 169.